This data is from Forward reaction prediction with 1.9M reactions from USPTO patents (1976-2016). The task is: Predict the product of the given reaction. (1) Given the reactants [C:1]1([N:7]2[N:11]=[C:10]3[CH:12]=[CH:13][CH:14]=[CH:15][C:9]3=[N:8]2)[CH:6]=[CH:5][CH:4]=[CH:3][CH:2]=1.[BrH:16].C(O)(=O)C.[Br:21]Br.[OH-].[Na+], predict the reaction product. The product is: [Br:16][C:15]1[C:9]2[C:10](=[N:11][N:7]([C:1]3[CH:2]=[CH:3][CH:4]=[CH:5][CH:6]=3)[N:8]=2)[C:12]([Br:21])=[CH:13][CH:14]=1. (2) Given the reactants Cl[C:2]1[CH:3]=[C:4]([CH:15]=[CH:16][C:17]=1[N+:18]([O-:20])=[O:19])[O:5][C:6]1[CH:14]=[C:13]2[C:9]([CH:10]=[N:11][NH:12]2)=[CH:8][CH:7]=1.[CH2:21]([NH2:28])[C:22]1[CH:27]=[CH:26][CH:25]=[CH:24][CH:23]=1, predict the reaction product. The product is: [CH2:21]([NH:28][C:2]1[CH:3]=[C:4]([O:5][C:6]2[CH:14]=[C:13]3[C:9]([CH:10]=[N:11][NH:12]3)=[CH:8][CH:7]=2)[CH:15]=[CH:16][C:17]=1[N+:18]([O-:20])=[O:19])[C:22]1[CH:27]=[CH:26][CH:25]=[CH:24][CH:23]=1. (3) The product is: [F:6][C:7]1[CH:8]=[N:9][N:10]([CH:12]([CH3:15])[C:13](=[NH:14])[O:1][CH2:2][CH3:3])[CH:11]=1. Given the reactants [O-:1][CH2:2][CH3:3].[Na+].[Na].[F:6][C:7]1[CH:8]=[N:9][N:10]([CH:12]([CH3:15])[C:13]#[N:14])[CH:11]=1, predict the reaction product. (4) Given the reactants [ClH:1].O1CCOCC1.C(OC([N:15]1[C:23]2[C:18](=[CH:19][C:20]([O:24][CH2:25][C:26]3[CH:30]=[C:29]([C:31]#[N:32])[N:28]([C:33]4[CH:38]=[CH:37][CH:36]=[CH:35][CH:34]=4)[N:27]=3)=[CH:21][CH:22]=2)[CH2:17][CH2:16]1)=O)(C)(C)C, predict the reaction product. The product is: [ClH:1].[C:31]([C:29]1[N:28]([C:33]2[CH:34]=[CH:35][CH:36]=[CH:37][CH:38]=2)[N:27]=[C:26]([CH2:25][O:24][C:20]2[CH:19]=[C:18]3[C:23](=[CH:22][CH:21]=2)[NH:15][CH2:16][CH2:17]3)[CH:30]=1)#[N:32].